This data is from Full USPTO retrosynthesis dataset with 1.9M reactions from patents (1976-2016). The task is: Predict the reactants needed to synthesize the given product. (1) Given the product [Cl:1][C:2]1[CH:7]=[C:6]([I:8])[CH:5]=[CH:4][C:3]=1[N:9]1[C:19](=[O:21])[C:14]2[N:15]([CH3:18])[CH:16]=[N:17][C:13]=2[NH:12][C:10]1=[O:11], predict the reactants needed to synthesize it. The reactants are: [Cl:1][C:2]1[CH:7]=[C:6]([I:8])[CH:5]=[CH:4][C:3]=1[NH:9][C:10]([NH:12][C:13]1[N:17]=[CH:16][N:15]([CH3:18])[C:14]=1[C:19]([O:21]CC)=O)=[O:11].CC([O-])(C)C.[K+]. (2) Given the product [Cl:23][C:24]1[CH:29]=[CH:28][C:27]([C:2]2[C:7]([CH:8]([CH2:13][CH2:14][CH3:15])[C:9]([O:11][CH3:12])=[O:10])=[C:6]([CH3:16])[N:5]=[C:4]([C:17]3[CH:22]=[CH:21][CH:20]=[CH:19][CH:18]=3)[N:3]=2)=[C:26]([F:33])[CH:25]=1, predict the reactants needed to synthesize it. The reactants are: Cl[C:2]1[C:7]([CH:8]([CH2:13][CH2:14][CH3:15])[C:9]([O:11][CH3:12])=[O:10])=[C:6]([CH3:16])[N:5]=[C:4]([C:17]2[CH:22]=[CH:21][CH:20]=[CH:19][CH:18]=2)[N:3]=1.[Cl:23][C:24]1[CH:29]=[CH:28][C:27](B(O)O)=[C:26]([F:33])[CH:25]=1.C(N(CC)C(C)C)(C)C. (3) Given the product [NH2:7][C:5]1[C:4]([C:10]#[N:11])=[N:3][N:2]([CH3:1])[CH:6]=1, predict the reactants needed to synthesize it. The reactants are: [CH3:1][N:2]1[CH:6]=[C:5]([N+:7]([O-])=O)[C:4]([C:10]#[N:11])=[N:3]1.